Dataset: Forward reaction prediction with 1.9M reactions from USPTO patents (1976-2016). Task: Predict the product of the given reaction. Given the reactants I[C:2]1[CH:7]=[CH:6][CH:5]=[C:4]([N+:8]([O-:10])=[O:9])[CH:3]=1.[C:11]([N:18]1[CH2:23][CH2:22][NH:21][CH2:20][CH2:19]1)([O:13][C:14]([CH3:17])([CH3:16])[CH3:15])=[O:12].C([O-])([O-])=O.[Cs+].[Cs+].CC1(C)C2C(=C(P(C3C=CC=CC=3)C3C=CC=CC=3)C=CC=2)OC2C(P(C3C=CC=CC=3)C3C=CC=CC=3)=CC=CC1=2, predict the reaction product. The product is: [N+:8]([C:4]1[CH:3]=[C:2]([N:21]2[CH2:20][CH2:19][N:18]([C:11]([O:13][C:14]([CH3:17])([CH3:16])[CH3:15])=[O:12])[CH2:23][CH2:22]2)[CH:7]=[CH:6][CH:5]=1)([O-:10])=[O:9].